This data is from Full USPTO retrosynthesis dataset with 1.9M reactions from patents (1976-2016). The task is: Predict the reactants needed to synthesize the given product. (1) Given the product [CH3:14][S:15]([O:7][CH2:6][C@H:2]1[C@@H:3]([CH2:4][O:5][S:15]([CH3:14])(=[O:17])=[O:16])[O:1]1)(=[O:17])=[O:16], predict the reactants needed to synthesize it. The reactants are: [O:1]1[C@H:3]([CH2:4][OH:5])[C@@H:2]1[CH2:6][OH:7].C(OCC)(=O)C.[CH3:14][S:15](Cl)(=[O:17])=[O:16]. (2) Given the product [Br:1][C:2]1[CH:7]=[C:6]([F:8])[CH:5]=[CH:4][C:3]=1[S:9]([N:12]([C:13]1[C:22]([C:23]([O:25][CH3:26])=[O:24])=[C:21]2[C:16]([C:17]3[CH2:29][CH2:28][O:27][C:18]=3[CH:19]=[N:20]2)=[CH:15][CH:14]=1)[C:35]([O:37][CH3:38])=[O:36])(=[O:10])=[O:11], predict the reactants needed to synthesize it. The reactants are: [Br:1][C:2]1[CH:7]=[C:6]([F:8])[CH:5]=[CH:4][C:3]=1[S:9]([NH:12][C:13]1[C:22]([C:23]([O:25][CH3:26])=[O:24])=[C:21]2[C:16]([C:17]3[CH2:29][CH2:28][O:27][C:18]=3[CH:19]=[N:20]2)=[CH:15][CH:14]=1)(=[O:11])=[O:10].[H-].[Na+].[H][H].Cl[C:35]([O:37][CH3:38])=[O:36]. (3) The reactants are: [N:1]1[CH:6]=[CH:5][CH:4]=[CH:3][C:2]=1[C:7]1[CH:12]=[CH:11][N:10]=[CH:9][C:8]=1[N:13]1[CH2:18][CH2:17][CH:16]([C:19]([O:21]CC)=[O:20])[CH2:15][CH2:14]1.C1COCC1.[OH-].[Na+].Cl. Given the product [N:1]1[CH:6]=[CH:5][CH:4]=[CH:3][C:2]=1[C:7]1[CH:12]=[CH:11][N:10]=[CH:9][C:8]=1[N:13]1[CH2:14][CH2:15][CH:16]([C:19]([OH:21])=[O:20])[CH2:17][CH2:18]1, predict the reactants needed to synthesize it. (4) Given the product [NH2:33][C:31]1[CH:30]=[CH:29][C:28]([CH3:36])=[C:27]([N:24]2[CH2:23][CH2:22][C:20]3[N:21]=[C:16]([NH:15][C:4]4[CH:5]=[CH:6][C:7]([N:8]5[CH2:9][CH2:10][N:11]([CH3:14])[CH2:12][CH2:13]5)=[C:2]([CH3:1])[CH:3]=4)[N:17]=[CH:18][C:19]=3[C:25]2=[O:26])[CH:32]=1, predict the reactants needed to synthesize it. The reactants are: [CH3:1][C:2]1[CH:3]=[C:4]([NH:15][C:16]2[N:17]=[CH:18][C:19]3[C:25](=[O:26])[N:24]([C:27]4[CH:32]=[C:31]([N+:33]([O-])=O)[CH:30]=[CH:29][C:28]=4[CH3:36])[CH2:23][CH2:22][C:20]=3[N:21]=2)[CH:5]=[CH:6][C:7]=1[N:8]1[CH2:13][CH2:12][N:11]([CH3:14])[CH2:10][CH2:9]1.C1COCC1. (5) Given the product [CH:25]([O:28][C:29](=[O:36])[C@H:30]([CH2:32][CH2:33][S:34][CH3:35])[NH:31][C:13](=[O:14])[C:12]1[CH:16]=[CH:17][C:9]([CH2:8][O:7][C:3]2[CH:2]=[N:1][CH:6]=[CH:5][CH:4]=2)=[CH:10][C:11]=1[C:18]1[CH:19]=[CH:20][CH:21]=[CH:22][CH:23]=1)([CH3:27])[CH3:26], predict the reactants needed to synthesize it. The reactants are: [N:1]1[CH:6]=[CH:5][CH:4]=[C:3]([O:7][CH2:8][C:9]2[CH:17]=[CH:16][C:12]([C:13](O)=[O:14])=[C:11]([C:18]3[CH:23]=[CH:22][CH:21]=[CH:20][CH:19]=3)[CH:10]=2)[CH:2]=1.Cl.[CH:25]([O:28][C:29](=[O:36])[C@H:30]([CH2:32][CH2:33][S:34][CH3:35])[NH2:31])([CH3:27])[CH3:26]. (6) The reactants are: [Cl:1][C:2]1[C:10]2[S:9][C:8](=[N:11][C:12](=[O:23])[C:13]3[CH:18]=[CH:17][CH:16]=[C:15]([C:19]([F:22])([F:21])[F:20])[CH:14]=3)[NH:7][C:6]=2[CH:5]=[C:4]([C:24]([F:27])([F:26])[F:25])[CH:3]=1.Br[CH:29]([CH2:34][CH3:35])[C:30]([O:32]C)=[O:31].FC1C2SC(=NC(=O)C3C=CC=C(Cl)C=3)NC=2C=CC=1OC.BrCC(OCC)=O. Given the product [Cl:1][C:2]1[C:10]2[S:9][C:8](=[N:11][C:12](=[O:23])[C:13]3[CH:18]=[CH:17][CH:16]=[C:15]([C:19]([F:21])([F:22])[F:20])[CH:14]=3)[N:7]([CH:29]([CH2:34][CH3:35])[C:30]([OH:32])=[O:31])[C:6]=2[CH:5]=[C:4]([C:24]([F:27])([F:25])[F:26])[CH:3]=1, predict the reactants needed to synthesize it.